From a dataset of NCI-60 drug combinations with 297,098 pairs across 59 cell lines. Regression. Given two drug SMILES strings and cell line genomic features, predict the synergy score measuring deviation from expected non-interaction effect. Drug 1: CN1C2=C(C=C(C=C2)N(CCCl)CCCl)N=C1CCCC(=O)O.Cl. Drug 2: C1CN(P(=O)(OC1)NCCCl)CCCl. Cell line: DU-145. Synergy scores: CSS=0.390, Synergy_ZIP=3.10, Synergy_Bliss=3.19, Synergy_Loewe=-0.718, Synergy_HSA=-0.891.